From a dataset of Reaction yield outcomes from USPTO patents with 853,638 reactions. Predict the reaction yield, written as a fraction of the theoretical maximum amount of product (1.0 means a 100% yield; for example, 0.34 means a 34% yield). (1) The reactants are [OH:1][C:2]1([C:20]2[CH:25]=[CH:24][C:23]([CH:26]([CH3:28])[CH3:27])=[CH:22][C:21]=2[O:29][CH3:30])[C:10](=[O:11])[C:9]2[C:4](=[CH:5][CH:6]=[C:7]([N+:16]([O-])=O)[C:8]=2[NH:12][C:13](=[O:15])[CH3:14])[C:3]1=[O:19].Cl.O. The catalyst is C(O)C.[Fe]. The product is [NH2:16][C:7]1[C:8]([NH:12][C:13](=[O:15])[CH3:14])=[C:9]2[C:4](=[CH:5][CH:6]=1)[C:3](=[O:19])[C:2]([OH:1])([C:20]1[CH:25]=[CH:24][C:23]([CH:26]([CH3:27])[CH3:28])=[CH:22][C:21]=1[O:29][CH3:30])[C:10]2=[O:11]. The yield is 0.980. (2) The reactants are Cl[C:2]1[CH:7]=[C:6]([O:8][CH3:9])[N:5]=[C:4]([NH2:10])[N:3]=1.C(N(C(C)C)CC)(C)C. The catalyst is CCOC(C)=O.C(O)C.[Pd]. The product is [CH3:9][O:8][C:6]1[CH:7]=[CH:2][N:3]=[C:4]([NH2:10])[N:5]=1. The yield is 0.900.